The task is: Predict which catalyst facilitates the given reaction.. This data is from Catalyst prediction with 721,799 reactions and 888 catalyst types from USPTO. (1) Reactant: C([O:3][C:4]([C:6]1[CH:11]=[CH:10][C:9]([C:12]2[CH:17]=[CH:16][CH:15]=[C:14]([C:18]3[O:19][C:20]([CH3:41])=[C:21]([CH2:23][CH2:24][O:25][C:26]4[CH:31]=[CH:30][CH:29]=[C:28]([O:32][C:33]([C:36]([O:38]CC)=[O:37])([CH3:35])[CH3:34])[CH:27]=4)[N:22]=3)[CH:13]=2)=[CH:8][CH:7]=1)=[O:5])C.[OH-].[Na+].Cl. Product: [C:36]([C:33]([CH3:35])([O:32][C:28]1[CH:27]=[C:26]([CH:31]=[CH:30][CH:29]=1)[O:25][CH2:24][CH2:23][C:21]1[N:22]=[C:18]([C:14]2[CH:13]=[C:12]([C:9]3[CH:8]=[CH:7][C:6]([C:4]([OH:5])=[O:3])=[CH:11][CH:10]=3)[CH:17]=[CH:16][CH:15]=2)[O:19][C:20]=1[CH3:41])[CH3:34])([OH:38])=[O:37]. The catalyst class is: 8. (2) Reactant: C(OC([NH:8][C@@H:9]([CH3:18])[CH2:10][CH2:11][N:12]1[CH2:17][CH2:16][O:15][CH2:14][CH2:13]1)=O)(C)(C)C.FC(F)(F)C(O)=O. Product: [NH2:8][CH:9]([CH3:18])[CH2:10][CH2:11][N:12]1[CH2:17][CH2:16][O:15][CH2:14][CH2:13]1. The catalyst class is: 2. (3) Reactant: ClCCCl.[Cl:5][C:6]1[CH:11]=[CH:10][CH:9]=[CH:8][CH:7]=1.[N+:12]([C:15]1[CH:23]=[CH:22][C:18]([C:19](Cl)=[O:20])=[CH:17][CH:16]=1)([O-:14])=[O:13].[Cl-].[Cl-].[Cl-].[Al+3]. Product: [Cl:5][C:6]1[CH:11]=[CH:10][C:9]([C:19]([C:18]2[CH:17]=[CH:16][C:15]([N+:12]([O-:14])=[O:13])=[CH:23][CH:22]=2)=[O:20])=[CH:8][CH:7]=1. The catalyst class is: 14. (4) Reactant: [CH3:1][CH:2]1[C:6](=O)[O:5][N:4]=[C:3]1[C:8]([O:10][CH2:11][CH3:12])=[O:9].P(Br)(Br)([Br:15])=O.C(N(CC)CC)C.[OH-].[Na+]. Product: [Br:15][C:6]1[O:5][N:4]=[C:3]([C:8]([O:10][CH2:11][CH3:12])=[O:9])[C:2]=1[CH3:1]. The catalyst class is: 2. (5) Reactant: CON(C)[C:4]([C:6]1[C:15](=[O:16])[C:14]2[C:9](=[CH:10][CH:11]=[CH:12][CH:13]=2)[N:8]([CH2:17][C:18]2[CH:23]=[CH:22][CH:21]=[C:20]([CH3:24])[N:19]=2)[CH:7]=1)=[O:5].I[C:27]1[CH:28]=[CH:29][C:30]([C:33]([F:36])([F:35])[F:34])=[N:31][CH:32]=1.C([Mg]Cl)(C)C. Product: [CH3:24][C:20]1[N:19]=[C:18]([CH2:17][N:8]2[C:9]3[C:14](=[CH:13][CH:12]=[CH:11][CH:10]=3)[C:15](=[O:16])[C:6]([C:4]([C:27]3[CH:32]=[N:31][C:30]([C:33]([F:36])([F:35])[F:34])=[CH:29][CH:28]=3)=[O:5])=[CH:7]2)[CH:23]=[CH:22][CH:21]=1. The catalyst class is: 1. (6) Reactant: [C:1]1([C:7]2[CH2:11][CH:10]([CH2:12][CH2:13][CH2:14][CH:15]=O)[O:9][N:8]=2)[CH:6]=[CH:5][CH:4]=[CH:3][CH:2]=1.[C:17]1([N:23]2[CH2:28][CH2:27][NH:26][CH2:25][CH2:24]2)[CH:22]=[CH:21][CH:20]=[CH:19][CH:18]=1.[BH-](OC(C)=O)(OC(C)=O)OC(C)=O.[Na+]. Product: [C:17]1([N:23]2[CH2:28][CH2:27][N:26]([CH2:15][CH2:14][CH2:13][CH2:12][CH:10]3[O:9][N:8]=[C:7]([C:1]4[CH:6]=[CH:5][CH:4]=[CH:3][CH:2]=4)[CH2:11]3)[CH2:25][CH2:24]2)[CH:22]=[CH:21][CH:20]=[CH:19][CH:18]=1. The catalyst class is: 2.